From a dataset of Peptide-MHC class II binding affinity with 134,281 pairs from IEDB. Regression. Given a peptide amino acid sequence and an MHC pseudo amino acid sequence, predict their binding affinity value. This is MHC class II binding data. (1) The peptide sequence is IQDLEKYVEDTKIDL. The MHC is DRB1_0301 with pseudo-sequence DRB1_0301. The binding affinity (normalized) is 0.572. (2) The peptide sequence is EKKWFAATQFEPLAA. The MHC is DRB1_0101 with pseudo-sequence DRB1_0101. The binding affinity (normalized) is 0.551. (3) The peptide sequence is SQDLELSWNLNGLQIY. The MHC is DRB1_0401 with pseudo-sequence DRB1_0401. The binding affinity (normalized) is 0.674. (4) The MHC is DRB1_0101 with pseudo-sequence DRB1_0101. The peptide sequence is AWENTTIDLTNEKLA. The binding affinity (normalized) is 0.495. (5) The peptide sequence is GVAGLLVALAV. The MHC is HLA-DPA10201-DPB10101 with pseudo-sequence HLA-DPA10201-DPB10101. The binding affinity (normalized) is 0.354. (6) The peptide sequence is IEFRFYKEITNVFRG. The MHC is DRB1_0405 with pseudo-sequence DRB1_0405. The binding affinity (normalized) is 0.601. (7) The peptide sequence is INEPTAGAIAYGLDR. The MHC is HLA-DQA10401-DQB10402 with pseudo-sequence HLA-DQA10401-DQB10402. The binding affinity (normalized) is 0.445.